From a dataset of Reaction yield outcomes from USPTO patents with 853,638 reactions. Predict the reaction yield, written as a fraction of the theoretical maximum amount of product (1.0 means a 100% yield; for example, 0.34 means a 34% yield). (1) The reactants are [Si](OS(C(F)(F)F)(=O)=O)(C)(C)C.[C:13]([O:16][C@@H:17]1[C@@H:27]([O:28][C:29](=[O:31])[CH3:30])[C@H:26]([O:32][C:33](=[O:35])[CH3:34])[C@@H:25]([CH2:36][O:37][C:38](=[O:40])[CH3:39])[S:24][CH:18]1[O:19][Si](C)(C)C)(=[O:15])[CH3:14].C(C1C=CC(CC2C=CC=CC=2C[Si](O[Si](CC2C=CC=CC=2CC2C=CC(CC)=CC=2)(C)C)(C)C)=CC=1)C. The catalyst is C(Cl)Cl. The product is [C:13]([O:16][C@@H:17]1[C@@H:27]([O:28][C:29](=[O:31])[CH3:30])[C@H:26]([O:32][C:33](=[O:35])[CH3:34])[C@@H:25]([CH2:36][O:37][C:38](=[O:40])[CH3:39])[S:24][CH:18]1[OH:19])(=[O:15])[CH3:14]. The yield is 0.540. (2) The catalyst is C(OCC)(=O)C. The product is [NH2:10][CH2:11][CH2:12][CH2:13][CH2:14][CH2:15][CH2:16][N:17]1[CH:18]([CH:23]([C:42]2[CH:43]=[CH:44][CH:45]=[CH:46][CH:47]=2)[O:24][CH:25]([C:26]2[CH:31]=[CH:30][C:29]([O:32][CH3:33])=[CH:28][CH:27]=2)[C:34]2[CH:39]=[CH:38][C:37]([O:40][CH3:41])=[CH:36][CH:35]=2)[CH2:19][CH:20]([OH:22])[CH2:21]1. The reactants are C(OC(=O)[NH:10][CH2:11][CH2:12][CH2:13][CH2:14][CH2:15][CH2:16][N:17]1[CH2:21][CH:20]([OH:22])[CH2:19][CH:18]1[CH:23]([C:42]1[CH:47]=[CH:46][CH:45]=[CH:44][CH:43]=1)[O:24][CH:25]([C:34]1[CH:39]=[CH:38][C:37]([O:40][CH3:41])=[CH:36][CH:35]=1)[C:26]1[CH:31]=[CH:30][C:29]([O:32][CH3:33])=[CH:28][CH:27]=1)C1C=CC=CC=1. The yield is 0.930. (3) The reactants are CO[C:3](=[O:19])[C:4]1[C:9]([NH:10][C:11]([CH:13]2[CH2:15][CH2:14]2)=[O:12])=[CH:8][CH:7]=[C:6]([F:16])[C:5]=1[CH2:17]Br.CCN(CC)CC.[CH2:27]([O:29][C:30]1[CH:31]=[C:32]([C@H:38]([NH2:44])[CH2:39][S:40]([CH3:43])(=[O:42])=[O:41])[CH:33]=[CH:34][C:35]=1[O:36][CH3:37])[CH3:28]. The catalyst is CN(C=O)C. The product is [CH2:27]([O:29][C:30]1[CH:31]=[C:32]([C@H:38]([N:44]2[C:3](=[O:19])[C:4]3[C:5](=[C:6]([F:16])[CH:7]=[CH:8][C:9]=3[NH:10][C:11]([CH:13]3[CH2:14][CH2:15]3)=[O:12])[CH2:17]2)[CH2:39][S:40]([CH3:43])(=[O:42])=[O:41])[CH:33]=[CH:34][C:35]=1[O:36][CH3:37])[CH3:28]. The yield is 0.550. (4) The reactants are O[C@H:2]1[CH2:6][CH2:5][N:4]([C:7]2[CH:29]=[CH:28][C:10]([C:11]([NH:13][C:14]3[CH:19]=[CH:18][CH:17]=[CH:16][C:15]=3[NH:20]C(=O)OC(C)(C)C)=[O:12])=[CH:9][CH:8]=2)[CH2:3]1.[CH2:30]([N:32]=[C:33]=[O:34])[CH3:31].C(C(CCCC)C([O-])=[O:39])C.[Sn+2].C(C(CCCC)C([O-])=O)C. The catalyst is ClCCl.C(O)(C(F)(F)F)=O. The product is [CH2:30]([NH:32][C:33](=[O:39])[O:34][C@H:6]1[CH2:2][CH2:3][N:4]([C:7]2[CH:29]=[CH:28][C:10]([C:11](=[O:12])[NH:13][C:14]3[CH:19]=[CH:18][CH:17]=[CH:16][C:15]=3[NH2:20])=[CH:9][CH:8]=2)[CH2:5]1)[CH3:31]. The yield is 0.420. (5) The reactants are [C:1]1([OH:11])[C:10]2[C:5](=[CH:6][CH:7]=[CH:8][CH:9]=2)[CH:4]=[CH:3][CH:2]=1.C1(C)C=CC(S(O[CH2:22][C:23]([F:26])([F:25])[F:24])(=O)=O)=CC=1.C(=O)([O-])[O-].[K+].[K+].CS(C)=O. The catalyst is C1(C)C=CC=CC=1.O. The product is [F:24][C:23]([F:26])([F:25])[CH2:22][O:11][C:1]1[C:10]2[C:5](=[CH:6][CH:7]=[CH:8][CH:9]=2)[CH:4]=[CH:3][CH:2]=1. The yield is 0.760.